Dataset: Forward reaction prediction with 1.9M reactions from USPTO patents (1976-2016). Task: Predict the product of the given reaction. (1) Given the reactants [Cl-].[Li+].COC([C:7]1([CH2:27][CH2:28][C:29](=[O:31])[CH3:30])[CH2:16][C@@H:15]2[C@H:10]([CH2:11][CH2:12][C@:13]3([CH3:25])[C@@H:19]([O:20][C:21]([CH3:24])([CH3:23])[CH3:22])[CH2:18][CH2:17][C@H:14]32)[CH2:9][C:8]1=O)=O.[OH-].[Na+].[NH4+].[Cl-], predict the reaction product. The product is: [CH3:22][C:21]([CH3:23])([O:20][C@@H:19]1[C@@:13]2([CH3:25])[CH2:12][CH2:11][C@H:10]3[C@H:15]([C@@H:14]2[CH2:17][CH2:18]1)[CH2:16][C@H:7]1[C:8](=[CH:30][C:29](=[O:31])[CH2:28][CH2:27]1)[CH2:9]3)[CH3:24]. (2) Given the reactants [F:1][C:2]1[C:7]([F:8])=[CH:6][CH:5]=[CH:4][C:3]=1[C@:9]12[CH2:17][O:16][C@H:15]([CH2:18][O:19]C(C3C=CC=CC=3)(C3C=CC=CC=3)C3C=CC=CC=3)[C@H:14]1[CH2:13][S:12][C:11]([NH:39][C:40](=[O:47])[C:41]1[CH:46]=[CH:45][CH:44]=[CH:43][CH:42]=1)=[N:10]2.O.Cl, predict the reaction product. The product is: [F:1][C:2]1[C:7]([F:8])=[CH:6][CH:5]=[CH:4][C:3]=1[C@:9]12[CH2:17][O:16][C@H:15]([CH2:18][OH:19])[C@H:14]1[CH2:13][S:12][C:11]([NH:39][C:40](=[O:47])[C:41]1[CH:42]=[CH:43][CH:44]=[CH:45][CH:46]=1)=[N:10]2. (3) Given the reactants [CH3:1][O:2][C:3](=[O:21])/[C:4](/[NH:13][C:14]([O:16][C:17]([CH3:20])([CH3:19])[CH3:18])=[O:15])=[CH:5]/[C:6]1[N:7]([CH3:12])[N:8]=[C:9]([CH3:11])[CH:10]=1, predict the reaction product. The product is: [CH3:1][O:2][C:3](=[O:21])[C@@H:4]([NH:13][C:14]([O:16][C:17]([CH3:19])([CH3:18])[CH3:20])=[O:15])[CH2:5][C:6]1[N:7]([CH3:12])[N:8]=[C:9]([CH3:11])[CH:10]=1. (4) Given the reactants CO[C:3](=[O:12])[C:4]1[CH:9]=[C:8](Br)[C:7](Cl)=[N:6][CH:5]=1.[NH:13]1[CH2:17][CH2:16][CH2:15][CH2:14]1.[F:18][C:19]([F:31])([F:30])[O:20][C:21]1[CH:26]=[CH:25][C:24](B(O)O)=[CH:23][CH:22]=1.[NH2:32][C@@H:33]([CH2:38][OH:39])[CH2:34][CH:35]([CH3:37])[CH3:36], predict the reaction product. The product is: [OH:39][CH2:38][C@H:33]([NH:32][C:3](=[O:12])[C:4]1[CH:9]=[C:8]([C:24]2[CH:25]=[CH:26][C:21]([O:20][C:19]([F:31])([F:30])[F:18])=[CH:22][CH:23]=2)[C:7]([N:13]2[CH2:17][CH2:16][CH2:15][CH2:14]2)=[N:6][CH:5]=1)[CH2:34][CH:35]([CH3:37])[CH3:36]. (5) Given the reactants [C:1](Cl)(=[O:5])[C:2]([CH3:4])=[CH2:3].[C:7]([OH:12])(=[O:11])[C:8]([CH3:10])=[CH2:9].C(N(CC)CC)C, predict the reaction product. The product is: [C:7]([O:12][C:1](=[O:5])[C:2]([CH3:4])=[CH2:3])(=[O:11])[C:8]([CH3:10])=[CH2:9]. (6) Given the reactants Br.[Cl:2][C:3]1[C:7]([Cl:8])=[C:6]([CH3:9])[NH:5][C:4]=1[C:10]([NH:12][C@@H:13]1[CH2:18][CH2:17][NH:16][CH2:15][C@@H:14]1[N:19]1[CH:23]=[CH:22][N:21]=[N:20]1)=[O:11].CCN(C(C)C)C(C)C.Cl[C:34]1[S:35][C:36]([C:42]([O:44][CH2:45][CH3:46])=[O:43])=[C:37]([C:39]([OH:41])=[O:40])[N:38]=1.Cl, predict the reaction product. The product is: [Cl:2][C:3]1[C:7]([Cl:8])=[C:6]([CH3:9])[NH:5][C:4]=1[C:10]([NH:12][C@@H:13]1[CH2:18][CH2:17][N:16]([C:34]2[S:35][C:36]([C:42]([O:44][CH2:45][CH3:46])=[O:43])=[C:37]([C:39]([OH:41])=[O:40])[N:38]=2)[CH2:15][C@@H:14]1[N:19]1[CH:23]=[CH:22][N:21]=[N:20]1)=[O:11]. (7) Given the reactants C([O:3][C:4](=[O:36])[CH2:5][O:6][C:7]1[CH:8]=[C:9]2[C:13](=[CH:14][CH:15]=1)[N:12]([CH3:16])[CH:11]=[C:10]2[C:17]1[N:25](S(C2C=CC(C)=CC=2)(=O)=O)[C:20]2=[N:21][CH:22]=[CH:23][CH:24]=[C:19]2[CH:18]=1)C.[OH-].[K+], predict the reaction product. The product is: [CH3:16][N:12]1[C:13]2[C:9](=[CH:8][C:7]([O:6][CH2:5][C:4]([OH:36])=[O:3])=[CH:15][CH:14]=2)[C:10]([C:17]2[NH:25][C:20]3=[N:21][CH:22]=[CH:23][CH:24]=[C:19]3[CH:18]=2)=[CH:11]1. (8) Given the reactants C(OC(=O)[NH:7][C:8]([C:11](=[O:45])[NH:12][C@H:13]([CH2:36][O:37][CH2:38][C:39]1[CH:44]=[CH:43][CH:42]=[CH:41][CH:40]=1)[C:14]([N:16]1[CH2:21][CH2:20][N:19]2[C:22](=[O:26])[N:23]([CH3:25])[CH2:24][C@:18]2([CH2:27][C:28]2[CH:33]=[CH:32][C:31]([F:34])=[CH:30][C:29]=2[F:35])[CH2:17]1)=[O:15])([CH3:10])[CH3:9])(C)(C)C.[ClH:47], predict the reaction product. The product is: [ClH:47].[NH2:7][C:8]([CH3:10])([CH3:9])[C:11]([NH:12][C@H:13]([CH2:36][O:37][CH2:38][C:39]1[CH:40]=[CH:41][CH:42]=[CH:43][CH:44]=1)[C:14]([N:16]1[CH2:21][CH2:20][N:19]2[C:22](=[O:26])[N:23]([CH3:25])[CH2:24][C@:18]2([CH2:27][C:28]2[CH:33]=[CH:32][C:31]([F:34])=[CH:30][C:29]=2[F:35])[CH2:17]1)=[O:15])=[O:45]. (9) Given the reactants [O:1]1[C:5]2[CH:6]=[CH:7][CH:8]=[CH:9][C:4]=2[CH2:3][CH2:2]1.[C:10](Cl)(=[O:12])[CH3:11].[Cl-].Cl, predict the reaction product. The product is: [O:1]1[C:5]2[CH:6]=[CH:7][C:8]([C:10](=[O:12])[CH3:11])=[CH:9][C:4]=2[CH2:3][CH2:2]1. (10) Given the reactants Cl[C:2]1[CH:7]=[C:6]([C:8]2[CH:13]=[CH:12][C:11]([CH:14]([F:16])[F:15])=[CH:10][CH:9]=2)[C:5]([F:17])=[CH:4][N:3]=1.[CH3:18][N:19](C)C=O, predict the reaction product. The product is: [F:15][CH:14]([F:16])[C:11]1[CH:12]=[CH:13][C:8]([C:6]2[C:5]([F:17])=[CH:4][N:3]=[C:2]([C:18]#[N:19])[CH:7]=2)=[CH:9][CH:10]=1.